From a dataset of Merck oncology drug combination screen with 23,052 pairs across 39 cell lines. Regression. Given two drug SMILES strings and cell line genomic features, predict the synergy score measuring deviation from expected non-interaction effect. (1) Synergy scores: synergy=0.314. Drug 2: Cn1nnc2c(C(N)=O)ncn2c1=O. Drug 1: Nc1ccn(C2OC(CO)C(O)C2(F)F)c(=O)n1. Cell line: CAOV3. (2) Drug 1: CCC1=CC2CN(C1)Cc1c([nH]c3ccccc13)C(C(=O)OC)(c1cc3c(cc1OC)N(C)C1C(O)(C(=O)OC)C(OC(C)=O)C4(CC)C=CCN5CCC31C54)C2. Drug 2: Cc1nc(Nc2ncc(C(=O)Nc3c(C)cccc3Cl)s2)cc(N2CCN(CCO)CC2)n1. Cell line: NCIH23. Synergy scores: synergy=4.44. (3) Drug 1: C#Cc1cccc(Nc2ncnc3cc(OCCOC)c(OCCOC)cc23)c1. Drug 2: Cn1c(=O)n(-c2ccc(C(C)(C)C#N)cc2)c2c3cc(-c4cnc5ccccc5c4)ccc3ncc21. Cell line: MDAMB436. Synergy scores: synergy=34.4.